From a dataset of Forward reaction prediction with 1.9M reactions from USPTO patents (1976-2016). Predict the product of the given reaction. (1) Given the reactants C(OP([CH2:9][C:10]([O:12][CH2:13][CH3:14])=[O:11])(OCC)=O)C.[H-].[Na+].[Br:17][C:18]1[O:22][C:21]([CH:23]=O)=[CH:20][CH:19]=1, predict the reaction product. The product is: [Br:17][C:18]1[O:22][C:21](/[CH:23]=[CH:9]/[C:10]([O:12][CH2:13][CH3:14])=[O:11])=[CH:20][CH:19]=1. (2) Given the reactants C([O:3][C:4]([C:6]1([NH:15][C:16]([C:18]2[C:27]3[C:22](=[CH:23][CH:24]=[CH:25][CH:26]=3)[CH:21]=[N:20][CH:19]=2)=[O:17])[CH2:14][C:13]2[C:8](=[CH:9][CH:10]=[CH:11][CH:12]=2)[CH2:7]1)=[O:5])C.[OH-].[K+].O, predict the reaction product. The product is: [CH:21]1[C:22]2[C:27](=[CH:26][CH:25]=[CH:24][CH:23]=2)[C:18]([C:16]([NH:15][C:6]2([C:4]([OH:5])=[O:3])[CH2:7][C:8]3[C:13](=[CH:12][CH:11]=[CH:10][CH:9]=3)[CH2:14]2)=[O:17])=[CH:19][N:20]=1. (3) Given the reactants [ClH:1].C(OC([N:9]1[CH2:12][CH:11]([C:13]2[O:17][N:16]=[C:15]([CH:18]3[CH2:23][CH:22]([C:24]4[CH:29]=[CH:28][C:27]([C:30]([F:33])([F:32])[F:31])=[CH:26][CH:25]=4)[CH2:21][N:20]([C:34]([N:36]4[CH2:41][CH2:40][O:39][CH2:38][CH2:37]4)=[O:35])[CH2:19]3)[N:14]=2)[CH2:10]1)=O)(C)(C)C, predict the reaction product. The product is: [ClH:1].[NH:9]1[CH2:10][CH:11]([C:13]2[O:17][N:16]=[C:15]([CH:18]3[CH2:23][CH:22]([C:24]4[CH:25]=[CH:26][C:27]([C:30]([F:32])([F:33])[F:31])=[CH:28][CH:29]=4)[CH2:21][N:20]([C:34]([N:36]4[CH2:37][CH2:38][O:39][CH2:40][CH2:41]4)=[O:35])[CH2:19]3)[N:14]=2)[CH2:12]1. (4) Given the reactants [C:1]([NH2:9])(=[O:8])[C:2]1[CH:7]=[CH:6][CH:5]=[CH:4][CH:3]=1.[N:10]([C:13]1[CH:14]=[C:15]([O:23][CH3:24])[C:16]([O:21][CH3:22])=[C:17]([O:19][CH3:20])[CH:18]=1)=[C:11]=[O:12], predict the reaction product. The product is: [C:1]([NH:9][C:11]([NH:10][C:13]1[CH:18]=[C:17]([O:19][CH3:20])[C:16]([O:21][CH3:22])=[C:15]([O:23][CH3:24])[CH:14]=1)=[O:12])(=[O:8])[C:2]1[CH:7]=[CH:6][CH:5]=[CH:4][CH:3]=1. (5) The product is: [CH:26]([N:22]([CH:23]([CH3:25])[CH3:24])[CH2:21][CH2:20][NH:19][C:17](=[O:18])[C@@H:16]([NH:15][C:59]([NH:58][C:55]1[CH:54]=[CH:53][C:52]([O:51][C:50]2[CH:61]=[CH:62][C:47]([F:46])=[CH:48][CH:49]=2)=[CH:57][CH:56]=1)=[S:60])[CH2:29][C:30]1[CH:35]=[CH:34][CH:33]=[CH:32][CH:31]=1)([CH3:27])[CH3:28]. Given the reactants ClC1C=CC(OC2C=CC(NC(=O)[NH:15][C@@H:16]([CH2:29][C:30]3[CH:35]=[CH:34][CH:33]=[CH:32][CH:31]=3)[C:17]([NH:19][CH2:20][CH2:21][N:22]([CH:26]([CH3:28])[CH3:27])[CH:23]([CH3:25])[CH3:24])=[O:18])=CC=2)=CC=1.Cl.O1CCOCC1.[F:46][C:47]1[CH:62]=[CH:61][C:50]([O:51][C:52]2[CH:57]=[CH:56][C:55]([N:58]=[C:59]=[S:60])=[CH:54][CH:53]=2)=[CH:49][CH:48]=1, predict the reaction product. (6) Given the reactants Br[C:2]1[C:28]([O:29][CH3:30])=[CH:27][C:5]2[N:6]([CH2:9][C:10]3[CH:26]=[CH:25][C:13]4[N:14]=[C:15]([NH:17][C@@H:18]5[CH2:23][CH2:22][CH2:21][CH2:20][C@H:19]5[OH:24])[S:16][C:12]=4[CH:11]=3)[CH:7]=[N:8][C:4]=2[CH:3]=1.[OH-].[Na+], predict the reaction product. The product is: [CH3:30][O:29][C:28]1[CH:2]=[CH:3][C:4]2[N:8]=[CH:7][N:6]([CH2:9][C:10]3[CH:26]=[CH:25][C:13]4[N:14]=[C:15]([NH:17][C@@H:18]5[CH2:23][CH2:22][CH2:21][CH2:20][C@H:19]5[OH:24])[S:16][C:12]=4[CH:11]=3)[C:5]=2[CH:27]=1. (7) Given the reactants [O:1]=[C:2]1[CH2:6][O:5][C:4]2([CH2:11][CH2:10][N:9]([C:12]([O:14][CH2:15][CH3:16])=[O:13])[CH2:8][CH2:7]2)[CH2:3]1.[C:17]1([C:23]#[C:24][Mg]Br)[CH:22]=[CH:21][CH:20]=[CH:19][CH:18]=1, predict the reaction product. The product is: [OH:1][C:2]1([C:24]#[C:23][C:17]2[CH:22]=[CH:21][CH:20]=[CH:19][CH:18]=2)[CH2:3][C:4]2([CH2:11][CH2:10][N:9]([C:12]([O:14][CH2:15][CH3:16])=[O:13])[CH2:8][CH2:7]2)[O:5][CH2:6]1. (8) Given the reactants Br[C:2]1[CH:7]=[CH:6][CH:5]=[CH:4][C:3]=1[CH2:8][CH2:9][C:10]([N:12]([CH:22]([CH3:24])[CH3:23])[NH:13][C:14](=[O:21])[C:15]1[CH:20]=[CH:19][CH:18]=[CH:17][CH:16]=1)=[O:11].C([O-])([O-])=O.[Na+].[Na+].[CH3:31][C:32]1[CH:37]=[CH:36][CH:35]=[CH:34][C:33]=1B(O)O, predict the reaction product. The product is: [CH:22]([N:12]([C:10](=[O:11])[CH2:9][CH2:8][C:3]1[CH:4]=[CH:5][CH:6]=[CH:7][C:2]=1[C:33]1[CH:34]=[CH:35][CH:36]=[CH:37][C:32]=1[CH3:31])[NH:13][C:14](=[O:21])[C:15]1[CH:20]=[CH:19][CH:18]=[CH:17][CH:16]=1)([CH3:24])[CH3:23].